From a dataset of Reaction yield outcomes from USPTO patents with 853,638 reactions. Predict the reaction yield, written as a fraction of the theoretical maximum amount of product (1.0 means a 100% yield; for example, 0.34 means a 34% yield). The reactants are [I-].[CH3:2][S+](C)C.[H-].[Na+].[CH2:8]([O:10][C:11](=[O:20])[CH:12]=[CH:13][C:14]1[CH:19]=[CH:18][N:17]=[CH:16][CH:15]=1)[CH3:9]. The catalyst is CS(C)=O. The product is [N:17]1[CH:18]=[CH:19][C:14]([C@@H:13]2[CH2:2][C@H:12]2[C:11]([O:10][CH2:8][CH3:9])=[O:20])=[CH:15][CH:16]=1. The yield is 0.180.